The task is: Predict which catalyst facilitates the given reaction.. This data is from Catalyst prediction with 721,799 reactions and 888 catalyst types from USPTO. (1) Reactant: [CH3:1][N:2]1[C:6]([C:7]2[CH:8]=[C:9]([CH:13]=[C:14]([N+:16]([O-:18])=[O:17])[CH:15]=2)[C:10](O)=[O:11])=[N:5][N:4]=[N:3]1.Cl. Product: [CH3:1][N:2]1[C:6]([C:7]2[CH:8]=[C:9]([CH2:10][OH:11])[CH:13]=[C:14]([N+:16]([O-:18])=[O:17])[CH:15]=2)=[N:5][N:4]=[N:3]1. The catalyst class is: 1. (2) Reactant: [C:1]([O:9][C@H:10]1[CH2:15][CH2:14][C@H:13]([OH:16])[CH2:12][C@@H:11]1[C:17]1[N:21]([CH3:22])[N:20]=[CH:19][CH:18]=1)(=[O:8])[C:2]1[CH:7]=[CH:6][CH:5]=[CH:4][CH:3]=1.N1C(C)=CC=CC=1C.FC(F)(F)S(O[Si:37]([C:40]([CH3:43])([CH3:42])[CH3:41])([CH3:39])[CH3:38])(=O)=O.O. Product: [C:1]([O:9][C@H:10]1[CH2:15][CH2:14][C@H:13]([O:16][Si:37]([C:40]([CH3:43])([CH3:42])[CH3:41])([CH3:39])[CH3:38])[CH2:12][C@@H:11]1[C:17]1[N:21]([CH3:22])[N:20]=[CH:19][CH:18]=1)(=[O:8])[C:2]1[CH:3]=[CH:4][CH:5]=[CH:6][CH:7]=1. The catalyst class is: 4. (3) Reactant: C([O:3][C:4]([C:6]1[N:7]=[CH:8][S:9][C:10]=1[CH2:11][N:12]1[C:20]2[CH:19]=[CH:18][C:17]([C:21]#[N:22])=[CH:16][C:15]=2[C:14]2[CH2:23][C@H:24]([NH:26][C:27]([O:29][CH:30]([CH3:32])[CH3:31])=[O:28])[CH2:25][C:13]1=2)=[O:5])C.[Li+].[OH-].Cl. The catalyst class is: 301. Product: [C:21]([C:17]1[CH:18]=[CH:19][C:20]2[N:12]([CH2:11][C:10]3[S:9][CH:8]=[N:7][C:6]=3[C:4]([OH:5])=[O:3])[C:13]3[CH2:25][C@@H:24]([NH:26][C:27]([O:29][CH:30]([CH3:32])[CH3:31])=[O:28])[CH2:23][C:14]=3[C:15]=2[CH:16]=1)#[N:22]. (4) Reactant: [C:1]([O:5][C:6]([N:8]1[CH2:20][C@@H:19]([CH3:21])[N:18]2[C@H:10]([CH2:11][C:12]3[C:17]2=[N:16][CH:15]=[C:14]([F:22])[C:13]=3[CH:23]=[O:24])[CH2:9]1)=[O:7])([CH3:4])([CH3:3])[CH3:2].[BH4-].[Li+]. Product: [C:1]([O:5][C:6]([N:8]1[CH2:20][C@@H:19]([CH3:21])[N:18]2[C@H:10]([CH2:11][C:12]3[C:17]2=[N:16][CH:15]=[C:14]([F:22])[C:13]=3[CH2:23][OH:24])[CH2:9]1)=[O:7])([CH3:2])([CH3:3])[CH3:4]. The catalyst class is: 7. (5) Reactant: C1(CN2C([C:10]3[CH:11]=[C:12]([CH:16]=[C:17]([C:19]4[CH:24]=[CH:23][C:22]([CH3:25])=[CH:21][N:20]=4)[CH:18]=3)[C:13]([OH:15])=O)=CC=N2)CC1.[CH3:26][C:27]1[N:28]=[CH:29][C:30]([CH2:33][NH2:34])=[N:31][CH:32]=1.CCN=C=N[CH2:40][CH2:41][CH2:42][N:43]([CH3:45])C.C1C=CC2N(O)N=[N:52][C:50]=2C=1.[CH3:56]N1CCOCC1. Product: [CH:41]([C:42]1[N:43]([C:10]2[CH:11]=[C:12]([CH:16]=[C:17]([C:19]3[CH:24]=[CH:23][C:22]([CH3:25])=[CH:21][N:20]=3)[CH:18]=2)[C:13]([NH:34][CH2:33][C:30]2[CH:29]=[N:28][C:27]([CH3:26])=[CH:32][N:31]=2)=[O:15])[CH:45]=[CH:50][N:52]=1)([CH3:40])[CH3:56]. The catalyst class is: 4. (6) Reactant: [CH3:1][C:2]1[CH:3]=[C:4]2[C:9](=[O:10])[O:8][C:6](=[O:7])[C:5]2=[CH:11][C:12]=1[CH3:13].C(O[AlH-](OC(C)(C)C)OC(C)(C)C)(C)(C)C. Product: [CH3:1][C:2]1[CH:3]=[C:4]2[C:5](=[CH:11][C:12]=1[CH3:13])[C:6](=[O:7])[O:8][CH:9]2[OH:10]. The catalyst class is: 7. (7) Reactant: C(=O)([O-])[O-].[K+].[K+].[CH3:7][O:8][C:9]([CH:11]1[CH2:18][CH:17]2[NH:19][CH:13]([CH2:14][CH2:15][CH2:16]2)[CH2:12]1)=[O:10].Br[CH:21]([C:23]1[CH:24]=[C:25]2[C:30](=[CH:31][CH:32]=1)[C:29]([C:33]([F:36])([F:35])[F:34])=[C:28]([O:37][CH:38]1[CH2:43][CH2:42][CH:41]([CH2:44][CH3:45])[CH2:40][CH2:39]1)[CH:27]=[CH:26]2)[CH3:22]. Product: [CH2:44]([C@@H:41]1[CH2:40][CH2:39][C@H:38]([O:37][C:28]2[C:29]([C:33]([F:34])([F:35])[F:36])=[C:30]3[C:25](=[CH:26][CH:27]=2)[CH:24]=[C:23]([CH:21]([N:19]2[CH:13]4[CH2:14][CH2:15][CH2:16][CH:17]2[CH2:18][CH:11]([C:9]([O:8][CH3:7])=[O:10])[CH2:12]4)[CH3:22])[CH:32]=[CH:31]3)[CH2:43][CH2:42]1)[CH3:45]. The catalyst class is: 3. (8) Reactant: Cl[C:2]1[C:3]2[CH2:16][CH2:15][CH2:14][C:4]=2[N:5]=[C:6]([C:8]2[S:9][C:10]([Cl:13])=[CH:11][CH:12]=2)[N:7]=1.[CH3:17][O:18][C:19](=[O:28])[CH2:20][C:21]1[CH:26]=[CH:25][C:24]([OH:27])=[CH:23][CH:22]=1.C(=O)([O-])[O-].[K+].[K+].O. Product: [CH3:17][O:18][C:19](=[O:28])[CH2:20][C:21]1[CH:26]=[CH:25][C:24]([O:27][C:2]2[C:3]3[CH2:16][CH2:15][CH2:14][C:4]=3[N:5]=[C:6]([C:8]3[S:9][C:10]([Cl:13])=[CH:11][CH:12]=3)[N:7]=2)=[CH:23][CH:22]=1. The catalyst class is: 39.